Dataset: Forward reaction prediction with 1.9M reactions from USPTO patents (1976-2016). Task: Predict the product of the given reaction. (1) Given the reactants [CH:1]([S:4][C:5]1[C:6]([CH2:11][NH:12][C:13](=[O:19])[O:14][C:15]([CH3:18])([CH3:17])[CH3:16])=[N:7][CH:8]=[CH:9][CH:10]=1)([CH3:3])[CH3:2].S(N1C=CN=C1)(C1C=CC(C)=CC=1)(=O)=[O:21].OO.[OH-:37].[Na+], predict the reaction product. The product is: [CH:1]([S:4]([C:5]1[C:6]([CH2:11][NH:12][C:13](=[O:19])[O:14][C:15]([CH3:17])([CH3:16])[CH3:18])=[N:7][CH:8]=[CH:9][CH:10]=1)(=[O:21])=[O:37])([CH3:3])[CH3:2]. (2) The product is: [CH3:35][O:34][C:30]1[S:29][C:28]2=[N:27][C:26]([C:24]3[O:25][C:21]4[CH:20]=[C:19]([O:18][CH3:17])[CH:16]=[C:15]([O:14][CH2:12][C:10]5[S:11][C:7]([C:1]6[CH:6]=[CH:5][CH:4]=[CH:3][CH:2]=6)=[N:8][N:9]=5)[C:22]=4[CH:23]=3)=[CH:33][N:32]2[N:31]=1. Given the reactants [C:1]1([C:7]2[S:11][C:10]([C:12]([O:14][CH2:15][CH3:16])=O)=[N:9][N:8]=2)[CH:6]=[CH:5][CH:4]=[CH:3][CH:2]=1.[CH3:17][O:18][C:19]1[CH:20]=[C:21]2[O:25][C:24]([C:26]3[N:27]=[C:28]4[N:32]([CH:33]=3)[N:31]=[C:30]([O:34][CH3:35])[S:29]4)=[CH:23][C:22]2=C(O)C=1.C1(P(C2C=CC=CC=2)C2C=CC=CC=2)C=CC=CC=1.N(C(OC(C)C)=O)=NC(OC(C)C)=O, predict the reaction product. (3) Given the reactants [NH2:1][C:2]1[CH:7]=[CH:6][C:5]([C:8]([O:10][CH3:11])=[O:9])=[CH:4][C:3]=1[NH:12][CH2:13][C@@H:14]1[CH2:18][CH2:17][N:16]([C:19]([O:21][C:22]([CH3:25])([CH3:24])[CH3:23])=[O:20])[CH2:15]1.[Br:26][C:27]1[CH:34]=[CH:33][C:30]([CH:31]=O)=[CH:29][CH:28]=1, predict the reaction product. The product is: [Br:26][C:27]1[CH:34]=[CH:33][C:30]([C:31]2[N:12]([CH2:13][C@@H:14]3[CH2:18][CH2:17][N:16]([C:19]([O:21][C:22]([CH3:25])([CH3:24])[CH3:23])=[O:20])[CH2:15]3)[C:3]3[CH:4]=[C:5]([C:8]([O:10][CH3:11])=[O:9])[CH:6]=[CH:7][C:2]=3[N:1]=2)=[CH:29][CH:28]=1. (4) Given the reactants [F:1][C:2]([F:7])([F:6])[C:3]([OH:5])=[O:4].CN(C=O)C.C(Cl)(=O)C(Cl)=O.[CH2:19]([NH2:39])[CH2:20][CH2:21][CH2:22]/[CH:23]=[CH:24]\[CH2:25]/[CH:26]=[CH:27]\[CH2:28]/[CH:29]=[CH:30]\[CH2:31]/[CH:32]=[CH:33]\[CH2:34][CH2:35][CH2:36][CH2:37][CH3:38], predict the reaction product. The product is: [CH2:19]([NH2:39])[CH2:20][CH2:21][CH2:22]/[CH:23]=[CH:24]\[CH2:25]/[CH:26]=[CH:27]\[CH2:28]/[CH:29]=[CH:30]\[CH2:31]/[CH:32]=[CH:33]\[CH2:34][CH2:35][CH2:36][CH2:37][CH3:38].[F:1][C:2]([F:7])([F:6])[C:3]([O-:5])=[O:4]. (5) Given the reactants O=S(Cl)Cl.[Br:5][C:6]1[C:15]2[C:10](=[CH:11][CH:12]=[CH:13][CH:14]=2)[CH:9]=[CH:8][C:7]=1[C:16]([OH:18])=O.[CH3:19][O:20][C:21]1[CH:28]=[CH:27][C:24]([CH2:25][NH2:26])=[CH:23][CH:22]=1.CCN(CC)CC.C(=O)([O-])O.[Na+], predict the reaction product. The product is: [Br:5][C:6]1[C:15]2[C:10](=[CH:11][CH:12]=[CH:13][CH:14]=2)[CH:9]=[CH:8][C:7]=1[C:16]([NH:26][CH2:25][C:24]1[CH:27]=[CH:28][C:21]([O:20][CH3:19])=[CH:22][CH:23]=1)=[O:18]. (6) Given the reactants Cl.Cl.[O:3]1[C:7]2[CH:8]=[CH:9][CH:10]=[C:11]([CH:12]3[CH2:17][CH2:16][N:15]([CH2:18][CH2:19][C@H:20]4[CH2:25][CH2:24][C@H:23]([NH2:26])[CH2:22][CH2:21]4)[CH2:14][CH2:13]3)[C:6]=2[CH2:5][CH2:4]1.[CH3:27][C:28]([CH3:33])=[CH:29][C:30](O)=[O:31], predict the reaction product. The product is: [O:3]1[C:7]2[CH:8]=[CH:9][CH:10]=[C:11]([CH:12]3[CH2:17][CH2:16][N:15]([CH2:18][CH2:19][C@H:20]4[CH2:21][CH2:22][C@H:23]([NH:26][C:30](=[O:31])[CH:29]=[C:28]([CH3:33])[CH3:27])[CH2:24][CH2:25]4)[CH2:14][CH2:13]3)[C:6]=2[CH2:5][CH2:4]1.